Dataset: Reaction yield outcomes from USPTO patents with 853,638 reactions. Task: Predict the reaction yield, written as a fraction of the theoretical maximum amount of product (1.0 means a 100% yield; for example, 0.34 means a 34% yield). The reactants are [CH3:1][O:2][C:3]1[N:8]=[CH:7][C:6](B(O)O)=[CH:5][N:4]=1.Cl[C:13]1[N:18]=[C:17]([NH:19][C:20]([C:22]2([C:25]3[CH:35]=[CH:34][C:28]4[O:29][C:30]([F:33])([F:32])[O:31][C:27]=4[CH:26]=3)[CH2:24][CH2:23]2)=[O:21])[CH:16]=[CH:15][C:14]=1[CH3:36]. The catalyst is COCCOC.C([O-])([O-])=O.[Na+].[Na+].C1C=CC([P]([Pd]([P](C2C=CC=CC=2)(C2C=CC=CC=2)C2C=CC=CC=2)([P](C2C=CC=CC=2)(C2C=CC=CC=2)C2C=CC=CC=2)[P](C2C=CC=CC=2)(C2C=CC=CC=2)C2C=CC=CC=2)(C2C=CC=CC=2)C2C=CC=CC=2)=CC=1. The product is [F:33][C:30]1([F:32])[O:29][C:28]2[CH:34]=[CH:35][C:25]([C:22]3([C:20]([NH:19][C:17]4[CH:16]=[CH:15][C:14]([CH3:36])=[C:13]([C:6]5[CH:5]=[N:4][C:3]([O:2][CH3:1])=[N:8][CH:7]=5)[N:18]=4)=[O:21])[CH2:24][CH2:23]3)=[CH:26][C:27]=2[O:31]1. The yield is 0.640.